From a dataset of Reaction yield outcomes from USPTO patents with 853,638 reactions. Predict the reaction yield, written as a fraction of the theoretical maximum amount of product (1.0 means a 100% yield; for example, 0.34 means a 34% yield). The reactants are [CH2:1]([N:8]1[C:16]2([CH:21]=[CH:20][NH:19][CH2:18][CH2:17]2)[C:15]2[C:10](=[CH:11][CH:12]=[CH:13][CH:14]=2)[C:9]1=[O:22])[C:2]1[CH:7]=[CH:6][CH:5]=[CH:4][CH:3]=1.C([O-])=O.[NH4+]. The catalyst is [Pd].C(O)C. The product is [CH2:1]([N:8]1[C:16]2([CH2:21][CH2:20][NH:19][CH2:18][CH2:17]2)[C:15]2[C:10](=[CH:11][CH:12]=[CH:13][CH:14]=2)[C:9]1=[O:22])[C:2]1[CH:7]=[CH:6][CH:5]=[CH:4][CH:3]=1. The yield is 0.990.